Dataset: Reaction yield outcomes from USPTO patents with 853,638 reactions. Task: Predict the reaction yield, written as a fraction of the theoretical maximum amount of product (1.0 means a 100% yield; for example, 0.34 means a 34% yield). The reactants are [H-].[Na+].[O:3]=[C:4]([CH2:12][CH2:13][CH2:14][CH2:15][CH3:16])[CH2:5]P(=O)(OC)OC.[CH3:17][O:18][C:19](=[O:35])[CH2:20][CH2:21][CH2:22][C:23]#[C:24][CH2:25][N:26]1[C:31](=[O:32])[CH2:30][CH2:29][CH2:28][CH:27]1[CH:33]=O. The catalyst is C1COCC1. The product is [CH3:17][O:18][C:19](=[O:35])[CH2:20][CH2:21][CH2:22][C:23]#[C:24][CH2:25][N:26]1[CH:27](/[CH:33]=[CH:5]/[C:4](=[O:3])[CH2:12][CH2:13][CH2:14][CH2:15][CH3:16])[CH2:28][CH2:29][CH2:30][C:31]1=[O:32]. The yield is 0.580.